From a dataset of CYP2C19 inhibition data for predicting drug metabolism from PubChem BioAssay. Regression/Classification. Given a drug SMILES string, predict its absorption, distribution, metabolism, or excretion properties. Task type varies by dataset: regression for continuous measurements (e.g., permeability, clearance, half-life) or binary classification for categorical outcomes (e.g., BBB penetration, CYP inhibition). Dataset: cyp2c19_veith. (1) The compound is c1cn(-c2ncnc3ccc(-c4ccoc4)cc23)cn1. The result is 1 (inhibitor). (2) The drug is CC(C)(C)NC[C@H](O)c1cc(Cl)c(N)c(Cl)c1. The result is 0 (non-inhibitor). (3) The molecule is Cc1cc(C)cc(-n2c(C)cc(C=C(C#N)C#N)c2C)c1. The result is 1 (inhibitor). (4) The result is 1 (inhibitor). The compound is CC(C)Nc1cc(N2CCCC2)ccc1[N+](=O)[O-]. (5) The compound is COc1ccc(-n2ccnc2SCC(=O)Nc2ccc(OC)cc2OC)cc1. The result is 1 (inhibitor).